Dataset: Forward reaction prediction with 1.9M reactions from USPTO patents (1976-2016). Task: Predict the product of the given reaction. (1) Given the reactants [OH:1][CH:2]([C:5]1[CH:10]=[CH:9][CH:8]=[C:7]([N+:11]([O-:13])=[O:12])[CH:6]=1)[C:3]#N.C[OH:15].CC[O:18][CH2:19]C, predict the reaction product. The product is: [CH3:19][O:18][C:3](=[O:15])[CH:2]([OH:1])[C:5]1[CH:10]=[CH:9][CH:8]=[C:7]([N+:11]([O-:13])=[O:12])[CH:6]=1. (2) Given the reactants C[N:2](C)[CH:3]=[C:4]([C:7]1[O:8][C:9]([CH2:12][CH3:13])=[CH:10][N:11]=1)[C:5]#[N:6].[NH2:15]N.O, predict the reaction product. The product is: [CH2:12]([C:9]1[O:8][C:7]([C:4]2[CH:3]=[N:2][NH:6][C:5]=2[NH2:15])=[N:11][CH:10]=1)[CH3:13]. (3) Given the reactants [OH-].[Na+].C([N:6]1[C:16]2[CH2:15][CH:14]3[N:17]([S:18]([C:21]4[CH:26]=[CH:25][C:24]([Cl:27])=[CH:23][CH:22]=4)(=[O:20])=[O:19])[CH:10]([CH2:11][N:12]([C:28](=[O:30])[CH3:29])[CH2:13]3)[C:9]=2[CH:8]=[N:7]1)(=O)C, predict the reaction product. The product is: [Cl:27][C:24]1[CH:23]=[CH:22][C:21]([S:18]([N:17]2[CH:14]3[CH2:13][N:12]([C:28](=[O:30])[CH3:29])[CH2:11][CH:10]2[C:9]2[CH:8]=[N:7][NH:6][C:16]=2[CH2:15]3)(=[O:19])=[O:20])=[CH:26][CH:25]=1. (4) Given the reactants C(O)(=O)CC1C(=CC=C(C=1)O)O.[CH3:13][C:14]1[C:19]([OH:20])=[CH:18][C:17]2[CH2:21][CH2:22][C@:23]([CH2:26][CH2:27][CH2:28][C@@H:29]([CH2:31][CH2:32][CH2:33][C@@H:34]([CH2:36][CH2:37][CH2:38][CH:39]([CH3:41])[CH3:40])[CH3:35])[CH3:30])([CH3:25])[O:24][C:16]=2[C:15]=1[CH3:42].C[C@H](CCCC(C)C)CCC[C@H](CCC[C@@]1(C)OC2C=CC(O)=CC=2CC1)C.[OH:71][P:72]([OH:75])([OH:74])=[O:73], predict the reaction product. The product is: [O:73]([CH2:21]/[CH:22]=[C:23](/[CH2:26][CH2:27][CH2:28][C@@H:29]([CH2:31][CH2:32][CH2:33][C@@H:34]([CH2:36][CH2:37][CH2:38][CH:39]([CH3:41])[CH3:40])[CH3:35])[CH3:30])\[CH3:25])[P:72]([O:75][P:72]([O-:74])([O-:73])=[O:71])(=[O:74])[O-:71].[CH3:42][C:15]1[CH:14]=[C:19]([OH:20])[CH:18]=[C:17]([CH2:21]/[CH:22]=[C:23](/[CH2:26][CH2:27][CH2:28][C@@H:29]([CH2:31][CH2:32][CH2:33][C@@H:34]([CH2:36][CH2:37][CH2:38][CH:39]([CH3:41])[CH3:40])[CH3:35])[CH3:30])\[CH3:25])[C:16]=1[OH:24].[CH3:13][C:14]1[C:15]([CH3:42])=[C:16]([OH:24])[C:17]([CH2:21]/[CH:22]=[C:23](/[CH2:26][CH2:27][CH2:28][C@@H:29]([CH2:31][CH2:32][CH2:33][C@@H:34]([CH2:36][CH2:37][CH2:38][CH:39]([CH3:41])[CH3:40])[CH3:35])[CH3:30])\[CH3:25])=[CH:18][C:19]=1[OH:20].